Predict the product of the given reaction. From a dataset of Forward reaction prediction with 1.9M reactions from USPTO patents (1976-2016). Given the reactants [CH:1]([C:4]1[N:9]=[C:8]([O:10]C)[C:7]([C:12]2[N:17]=[C:16]3[C:18]([CH3:26])=[CH:19][N:20]([C@@H:21]([CH3:25])[CH2:22][O:23][CH3:24])[C:15]3=[CH:14][C:13]=2[O:27][CH3:28])=[CH:6][CH:5]=1)([CH3:3])[CH3:2].C(=O)(O)[O-].[Na+], predict the reaction product. The product is: [CH:1]([C:4]1[N:9]=[C:8]([OH:10])[C:7]([C:12]2[N:17]=[C:16]3[C:18]([CH3:26])=[CH:19][N:20]([C@@H:21]([CH3:25])[CH2:22][O:23][CH3:24])[C:15]3=[CH:14][C:13]=2[O:27][CH3:28])=[CH:6][CH:5]=1)([CH3:3])[CH3:2].